Dataset: Full USPTO retrosynthesis dataset with 1.9M reactions from patents (1976-2016). Task: Predict the reactants needed to synthesize the given product. (1) Given the product [Br:23][CH2:13][C:10]1[CH:11]=[CH:12][C:4]2[C:3]([CH2:1][CH3:2])([CH2:14][CH3:15])[O:7][B:6]([OH:8])[C:5]=2[CH:9]=1, predict the reactants needed to synthesize it. The reactants are: [CH2:1]([C:3]1([CH2:14][CH3:15])[O:7][B:6]([OH:8])[C:5]2[CH:9]=[C:10]([CH3:13])[CH:11]=[CH:12][C:4]1=2)[CH3:2].C1C(=O)N([Br:23])C(=O)C1. (2) The reactants are: [OH:1][C:2]1[C:3]([C:12](=[O:14])[CH3:13])=[N:4][C:5]2[C:10]([CH:11]=1)=[CH:9][CH:8]=[CH:7][CH:6]=2.[CH2:15]([O:22][C:23]1[CH:32]=[C:31]2[C:26]([C:27](Cl)=[CH:28][CH:29]=[N:30]2)=[CH:25][C:24]=1[O:34][CH3:35])[C:16]1[CH:21]=[CH:20][CH:19]=[CH:18][CH:17]=1.O. Given the product [CH2:15]([O:22][C:23]1[CH:32]=[C:31]2[C:26]([C:27]([O:1][C:2]3[C:3]([C:12](=[O:14])[CH3:13])=[N:4][C:5]4[C:10]([CH:11]=3)=[CH:9][CH:8]=[CH:7][CH:6]=4)=[CH:28][CH:29]=[N:30]2)=[CH:25][C:24]=1[O:34][CH3:35])[C:16]1[CH:17]=[CH:18][CH:19]=[CH:20][CH:21]=1, predict the reactants needed to synthesize it. (3) The reactants are: [Cl-].O[NH3+:3].[C:4](=[O:7])([O-])[OH:5].[Na+].CS(C)=O.[CH3:13][C:14]1([CH3:52])[CH2:18][C:17]2[CH:19]=[C:20]([N:23]3[C:28](=[O:29])[C:27]4[CH:30]=[C:31]([CH2:33][CH3:34])[S:32][C:26]=4[N:25]([CH2:35][C:36]4[CH:41]=[CH:40][C:39]([C:42]5[C:43]([C:48]#[N:49])=[CH:44][CH:45]=[CH:46][CH:47]=5)=[CH:38][C:37]=4[F:50])[C:24]3=[O:51])[CH:21]=[CH:22][C:16]=2[O:15]1. Given the product [CH3:52][C:14]1([CH3:13])[CH2:18][C:17]2[CH:19]=[C:20]([N:23]3[C:28](=[O:29])[C:27]4[CH:30]=[C:31]([CH2:33][CH3:34])[S:32][C:26]=4[N:25]([CH2:35][C:36]4[CH:41]=[CH:40][C:39]([C:42]5[CH:47]=[CH:46][CH:45]=[CH:44][C:43]=5[C:48]5[NH:3][C:4](=[O:7])[O:5][N:49]=5)=[CH:38][C:37]=4[F:50])[C:24]3=[O:51])[CH:21]=[CH:22][C:16]=2[O:15]1, predict the reactants needed to synthesize it. (4) Given the product [Cl:3][C:4]1[C:5]([CH2:13][OH:14])=[N:6][CH:7]=[C:8]([CH:10]([F:11])[F:12])[CH:9]=1, predict the reactants needed to synthesize it. The reactants are: [BH4-].[Na+].[Cl:3][C:4]1[C:5]([C:13](OCC)=[O:14])=[N:6][CH:7]=[C:8]([CH:10]([F:12])[F:11])[CH:9]=1. (5) Given the product [CH:29]1([C:26]2[CH:25]=[C:20]([C:21]([O:23][CH3:24])=[O:22])[C:19]([NH:1][C:2]3[CH:3]=[C:4]4[C:8](=[CH:9][CH:10]=3)[N:7]([C:11]([O:13][C:14]([CH3:17])([CH3:16])[CH3:15])=[O:12])[CH:6]=[CH:5]4)=[N:28][CH:27]=2)[CH2:30][CH2:31]1, predict the reactants needed to synthesize it. The reactants are: [NH2:1][C:2]1[CH:3]=[C:4]2[C:8](=[CH:9][CH:10]=1)[N:7]([C:11]([O:13][C:14]([CH3:17])([CH3:16])[CH3:15])=[O:12])[CH:6]=[CH:5]2.Cl[C:19]1[N:28]=[CH:27][C:26]([CH:29]2[CH2:31][CH2:30]2)=[CH:25][C:20]=1[C:21]([O:23][CH3:24])=[O:22].C(=O)([O-])[O-].[Cs+].[Cs+].C(OCCCC)(=O)C. (6) The reactants are: C(OC([N:8]1[CH2:13][CH2:12][C:11]([C:20]2[CH:25]=[CH:24][C:23](Cl)=[CH:22][CH:21]=2)([C:14]2[CH:19]=[CH:18][N:17]=[CH:16][CH:15]=2)[CH2:10][CH2:9]1)=O)(C)(C)C.CC1(C)C(C)(C)OB([C:35]2[CH:36]=[N:37][NH:38][CH:39]=2)O1.Cl. Given the product [NH:37]1[CH:36]=[C:35]([C:23]2[CH:22]=[CH:21][C:20]([C:11]3([C:14]4[CH:19]=[CH:18][N:17]=[CH:16][CH:15]=4)[CH2:12][CH2:13][NH:8][CH2:9][CH2:10]3)=[CH:25][CH:24]=2)[CH:39]=[N:38]1, predict the reactants needed to synthesize it.